This data is from Forward reaction prediction with 1.9M reactions from USPTO patents (1976-2016). The task is: Predict the product of the given reaction. The product is: [F:1][C:2]1[CH:34]=[CH:33][C:32]([F:35])=[CH:31][C:3]=1[O:4][C:5]1[N:6]=[C:7]([O:27][CH2:28][CH2:29][CH3:30])[C:8]2[N:13]=[C:12]([C:14]3[CH:15]=[C:16]([CH3:26])[C:17]([O:18][CH2:19][C:20]([N:67]4[CH2:78][CH2:77][CH2:76][C@H:68]4[C:69]([O:71][C:72]([CH3:74])([CH3:75])[CH3:73])=[O:70])=[O:21])=[C:23]([CH3:25])[CH:24]=3)[O:11][C:9]=2[N:10]=1. Given the reactants [F:1][C:2]1[CH:34]=[CH:33][C:32]([F:35])=[CH:31][C:3]=1[O:4][C:5]1[N:6]=[C:7]([O:27][CH2:28][CH2:29][CH3:30])[C:8]2[N:13]=[C:12]([C:14]3[CH:24]=[C:23]([CH3:25])[C:17]([O:18][CH2:19][C:20](O)=[O:21])=[C:16]([CH3:26])[CH:15]=3)[O:11][C:9]=2[N:10]=1.Cl.C(N=C=NCCCN(C)C)C.ON1C2N=CC=CC=2N=N1.C(N(CC)C(C)C)(C)C.[NH:67]1[CH2:78][CH2:77][CH2:76][C@H:68]1[C:69]([O:71][C:72]([CH3:75])([CH3:74])[CH3:73])=[O:70].Cl, predict the reaction product.